From a dataset of Reaction yield outcomes from USPTO patents with 853,638 reactions. Predict the reaction yield, written as a fraction of the theoretical maximum amount of product (1.0 means a 100% yield; for example, 0.34 means a 34% yield). (1) The reactants are C1C2C(COC([NH:18][CH2:19][CH2:20][NH:21][CH2:22][C@@H:23]3[C@H:26]([NH:27][C:28](=[O:55])/[C:29](=[N:43]\[O:44][C:45]([CH3:54])([CH3:53])[C:46]([O:48][C:49]([CH3:52])([CH3:51])[CH3:50])=[O:47])/[C:30]4[N:31]=[C:32]([NH:35][C:36]([O:38][C:39]([CH3:42])([CH3:41])[CH3:40])=[O:37])[S:33][CH:34]=4)[C:25](=[O:56])[NH:24]3)=O)C3C(=CC=CC=3)C=2C=CC=1.N1CCCCC1. The catalyst is CN(C=O)C.C1(C)C=CC=CC=1. The product is [NH2:18][CH2:19][CH2:20][NH:21][CH2:22][C@@H:23]1[C@H:26]([NH:27][C:28](=[O:55])/[C:29](=[N:43]\[O:44][C:45]([CH3:54])([CH3:53])[C:46]([O:48][C:49]([CH3:52])([CH3:51])[CH3:50])=[O:47])/[C:30]2[N:31]=[C:32]([NH:35][C:36]([O:38][C:39]([CH3:42])([CH3:41])[CH3:40])=[O:37])[S:33][CH:34]=2)[C:25](=[O:56])[NH:24]1. The yield is 0.640. (2) The reactants are [CH3:1][C@H:2]1[C@@H:7]2[CH2:8][CH2:9][C:10]([CH3:12])=[CH:11][C@@H:6]2[C@H:5]([C@H:13]([C:15](O)=[O:16])[CH3:14])[CH2:4][CH2:3]1.[N+](=C)=[N-]. The catalyst is C(OCC)C. The product is [CH3:1][C@H:2]1[C@@H:7]2[CH2:8][CH2:9][C:10]([CH3:12])=[CH:11][C@@H:6]2[C@H:5]([C@H:13]([CH:15]=[O:16])[CH3:14])[CH2:4][CH2:3]1. The yield is 0.480. (3) The reactants are Cl[C:2]1[CH:11]=[N:10][C:9]2[C:4](=[CH:5][C:6]([Cl:12])=[CH:7][CH:8]=2)[N:3]=1.[NH3:13].CO. No catalyst specified. The product is [Cl:12][C:6]1[CH:5]=[C:4]2[C:9]([N:10]=[CH:11][C:2]([NH2:13])=[N:3]2)=[CH:8][CH:7]=1. The yield is 0.980. (4) The reactants are [N+:1]([C:4]1[CH:26]=[CH:25][C:7]([O:8][C:9]2[CH:10]=[CH:11][C:12]([B:17]3[O:21]C(C)(C)C(C)[O:18]3)=[C:13]([CH:16]=2)[CH:14]=O)=[CH:6][CH:5]=1)([O-:3])=[O:2].[BH4-].[Na+].Cl.C([O-])(O)=O.[Na+]. The catalyst is CCO.O. The product is [N+:1]([C:4]1[CH:26]=[CH:25][C:7]([O:8][C:9]2[CH:10]=[CH:11][C:12]3[B:17]([OH:18])[O:21][CH2:14][C:13]=3[CH:16]=2)=[CH:6][CH:5]=1)([O-:3])=[O:2]. The yield is 0.964. (5) The reactants are [O:1]1[CH2:6][CH2:5][N:4]([C:7](=[O:32])[CH2:8][NH:9][C:10]2[CH:14]=[C:13]([C:15]3[CH:20]=[CH:19][C:18]([O:21][C:22]4[CH:27]=[CH:26][CH:25]=[CH:24][CH:23]=4)=[CH:17][CH:16]=3)[S:12][C:11]=2[C:28]([O:30][CH3:31])=[O:29])[CH2:3][CH2:2]1.CCN(CC)CC.[CH3:40][C@H:41]1[CH2:46][CH2:45][C@H:44]([C:47](Cl)=[O:48])[CH2:43][CH2:42]1. The yield is 0.790. The catalyst is C(Cl)Cl.CCOC(C)=O. The product is [CH3:40][C@H:41]1[CH2:46][CH2:45][C@H:44]([C:47]([N:9]([CH2:8][C:7]([N:4]2[CH2:5][CH2:6][O:1][CH2:2][CH2:3]2)=[O:32])[C:10]2[CH:14]=[C:13]([C:15]3[CH:16]=[CH:17][C:18]([O:21][C:22]4[CH:27]=[CH:26][CH:25]=[CH:24][CH:23]=4)=[CH:19][CH:20]=3)[S:12][C:11]=2[C:28]([O:30][CH3:31])=[O:29])=[O:48])[CH2:43][CH2:42]1. (6) The reactants are C[O:2][C:3]1[CH:4]=[C:5]([C:9]23[CH2:18][C:17]4[CH:19]=[CH:20][CH:21]=[CH:22][C:16]=4[CH2:15][C:14]2([CH3:23])[CH2:13][N:12]([CH3:24])[CH2:11][CH2:10]3)[CH:6]=[CH:7][CH:8]=1.Br.[OH-].[Na+].C([O-])(O)=O.[Na+]. The catalyst is C(O)(=O)C. The product is [OH:2][C:3]1[CH:4]=[C:5]([C:9]23[CH2:18][C:17]4[CH:19]=[CH:20][CH:21]=[CH:22][C:16]=4[CH2:15][C:14]2([CH3:23])[CH2:13][N:12]([CH3:24])[CH2:11][CH2:10]3)[CH:6]=[CH:7][CH:8]=1. The yield is 0.280. (7) The yield is 0.730. The reactants are CC1(C)C(C)(C)[O:5][B:4]([C:9]2[CH:14]=[CH:13][C:12]([S:15][C:16]([F:19])([F:18])[F:17])=[CH:11][CH:10]=2)[O:3]1.I([O-])(=O)(=O)=O.[Na+].Cl. The product is [F:19][C:16]([S:15][C:12]1[CH:11]=[CH:10][C:9]([B:4]([OH:5])[OH:3])=[CH:14][CH:13]=1)([F:18])[F:17]. The catalyst is C1COCC1.O. (8) The reactants are [Cl:1][C:2]1[CH:18]=[CH:17][C:5]2[CH2:6][CH2:7][N:8]([C:11](=[O:16])[C:12]([F:15])([F:14])[F:13])[CH2:9][CH2:10][C:4]=2[C:3]=1OS(C(F)(F)F)(=O)=O.[NH2:27][CH2:28][C:29]1[CH:44]=[CH:43][C:32]([C:33]([NH:35][CH:36]2[CH2:42][CH2:41][CH2:40][CH2:39][CH2:38][CH2:37]2)=[O:34])=[CH:31][C:30]=1[F:45]. The catalyst is C1(C)C=CC=CC=1. The product is [Cl:1][C:2]1[CH:18]=[CH:17][C:5]2[CH2:6][CH2:7][N:8]([C:11](=[O:16])[C:12]([F:15])([F:13])[F:14])[CH2:9][CH2:10][C:4]=2[C:3]=1[NH:27][CH2:28][C:29]1[CH:44]=[CH:43][C:32]([C:33](=[O:34])[NH:35][CH:36]2[CH2:42][CH2:41][CH2:40][CH2:39][CH2:38][CH2:37]2)=[CH:31][C:30]=1[F:45]. The yield is 0.700.